Dataset: Reaction yield outcomes from USPTO patents with 853,638 reactions. Task: Predict the reaction yield, written as a fraction of the theoretical maximum amount of product (1.0 means a 100% yield; for example, 0.34 means a 34% yield). (1) The reactants are [CH3:1][S:2][C:3]1[CH:4]=[N:5][CH:6]=[C:7]([CH:12]=1)[C:8](OC)=[O:9].[H-].[Al+3].[Li+].[H-].[H-].[H-].[Cl-].[NH4+]. The catalyst is C(OCC)C.O. The product is [CH3:1][S:2][C:3]1[CH:12]=[C:7]([CH2:8][OH:9])[CH:6]=[N:5][CH:4]=1. The yield is 0.0700. (2) The reactants are [O:1]1[CH:5]=[CH:4][C:3]([CH2:6]CN)=[CH:2]1.[N+:9]([CH3:12])([O-:11])=[O:10]. No catalyst specified. The product is [N+:9]([CH:12]=[CH:6][CH:3]1[CH2:4][CH2:5][O:1][CH2:2]1)([O-:11])=[O:10]. The yield is 0.550. (3) The reactants are [C:1]([C:5]1[CH:10]=[CH:9][C:8]([NH:11][C:12]([CH:14]2[O:19][C:18]3[CH:20]=[CH:21][CH:22]=[CH:23][C:17]=3[N:16]([C:24]([O:26][CH2:27][CH3:28])=[O:25])[CH2:15]2)=[O:13])=[CH:7][C:6]=1[OH:29])([CH3:4])([CH3:3])[CH3:2].[H-].[Na+].[CH3:32]I. The catalyst is C1COCC1. The product is [C:1]([C:5]1[CH:10]=[CH:9][C:8]([N:11]([CH3:32])[C:12]([CH:14]2[O:19][C:18]3[CH:20]=[CH:21][CH:22]=[CH:23][C:17]=3[N:16]([C:24]([O:26][CH2:27][CH3:28])=[O:25])[CH2:15]2)=[O:13])=[CH:7][C:6]=1[OH:29])([CH3:4])([CH3:2])[CH3:3]. The yield is 0.320. (4) The product is [F:31][C:32]1[CH:33]=[CH:34][C:35]([CH3:42])=[C:36]([CH2:38][CH:39]([NH:41][C:2]2[CH:7]=[CH:6][NH:5][C:4](=[O:8])[C:3]=2[C:9]2[NH:30][C:12]3=[CH:13][C:14]4[C:15](=[O:29])[N:16]([CH:22]5[CH2:27][CH2:26][N:25]([CH3:28])[CH2:24][CH2:23]5)[C:17](=[O:21])[C:18]=4[C:19]([CH3:20])=[C:11]3[N:10]=2)[CH3:40])[CH:37]=1. The yield is 0.990. The reactants are Cl[C:2]1[CH:7]=[CH:6][NH:5][C:4](=[O:8])[C:3]=1[C:9]1[NH:30][C:12]2=[CH:13][C:14]3[C:15](=[O:29])[N:16]([CH:22]4[CH2:27][CH2:26][N:25]([CH3:28])[CH2:24][CH2:23]4)[C:17](=[O:21])[C:18]=3[C:19]([CH3:20])=[C:11]2[N:10]=1.[F:31][C:32]1[CH:33]=[CH:34][C:35]([CH3:42])=[C:36]([CH2:38][CH:39]([NH2:41])[CH3:40])[CH:37]=1. The catalyst is C(O)CCC.